This data is from Kir2.1 potassium channel HTS with 301,493 compounds. The task is: Binary Classification. Given a drug SMILES string, predict its activity (active/inactive) in a high-throughput screening assay against a specified biological target. (1) The molecule is O=C1N(CC(=O)NCc2ccc(cc2)C(O)=O)C(=O)c2c1cccc2. The result is 0 (inactive). (2) The compound is Clc1ccc(CN(S(=O)(=O)C)CC(=O)N2CCN(CC2)Cc2cc3OCOc3cc2)cc1. The result is 0 (inactive). (3) The molecule is O(CC(=O)Nc1c(cc(cc1C)C)C)c1nc2c(nc1C)cccc2. The result is 0 (inactive). (4) The molecule is O(C(=O)C1CN(C(=O)C1)c1cc(c(cc1)C)C)CC(=O)C(C)(C)C. The result is 0 (inactive). (5) The compound is O1C(OCCCCO)CC(c2c3c([nH]c2)cccc3)C=C1C(=O)NC1CC1. The result is 0 (inactive). (6) The compound is FC(F)(F)c1cc(Cc2[nH]c3c(c(=O)n2)cccc3)ccc1. The result is 0 (inactive). (7) The molecule is O(CC(=O)Nc1cc2nc(n(c2cc1)C)CCN1CCN(CC1)c1ncccc1)c1ccccc1. The result is 0 (inactive).